Dataset: Reaction yield outcomes from USPTO patents with 853,638 reactions. Task: Predict the reaction yield, written as a fraction of the theoretical maximum amount of product (1.0 means a 100% yield; for example, 0.34 means a 34% yield). (1) The reactants are [Br:1][C:2]1[CH:7]=[CH:6][C:5]([Cl:8])=[C:4]([CH2:9][C:10]2[CH:15]=[CH:14][C:13]([O:16]CC)=[CH:12][CH:11]=2)[CH:3]=1.B(Br)(Br)Br. The catalyst is ClCCl. The product is [Br:1][C:2]1[CH:7]=[CH:6][C:5]([Cl:8])=[C:4]([CH:3]=1)[CH2:9][C:10]1[CH:15]=[CH:14][C:13]([OH:16])=[CH:12][CH:11]=1. The yield is 0.770. (2) The reactants are [C:1]([N:11]1[CH2:18][CH2:17][CH2:16][C@H:12]1[C:13]([OH:15])=O)([O:3][CH2:4][C:5]1[CH:10]=[CH:9][CH:8]=[CH:7][CH:6]=1)=[O:2].CN(C(ON1N=NC2C=CC=NC1=2)=[N+](C)C)C.F[P-](F)(F)(F)(F)F.C(N(C(C)C)CC)(C)C.[C:52]([O:56][C:57](=[O:66])[NH:58][C:59]1[CH:64]=[CH:63][C:62]([NH2:65])=[CH:61][CH:60]=1)([CH3:55])([CH3:54])[CH3:53]. The catalyst is CS(C)=O.O. The product is [C:52]([O:56][C:57]([NH:58][C:59]1[CH:60]=[CH:61][C:62]([NH:65][C:13]([C@@H:12]2[CH2:16][CH2:17][CH2:18][N:11]2[C:1]([O:3][CH2:4][C:5]2[CH:6]=[CH:7][CH:8]=[CH:9][CH:10]=2)=[O:2])=[O:15])=[CH:63][CH:64]=1)=[O:66])([CH3:55])([CH3:53])[CH3:54]. The yield is 0.700. (3) The reactants are Br[C:2]1[C:12]2[O:11][CH2:10][CH2:9][N:8]([C:13]([O:15][C:16]([CH3:19])([CH3:18])[CH3:17])=[O:14])[CH2:7][C:6]=2[CH:5]=[CH:4][CH:3]=1.[S:20]1[CH:24]=[CH:23][C:22](B(O)O)=[CH:21]1.O. The catalyst is CO.C(=O)([O-])[O-].[Na+].[Na+].C1(C)C=CC=CC=1.C1C=CC([P]([Pd]([P](C2C=CC=CC=2)(C2C=CC=CC=2)C2C=CC=CC=2)([P](C2C=CC=CC=2)(C2C=CC=CC=2)C2C=CC=CC=2)[P](C2C=CC=CC=2)(C2C=CC=CC=2)C2C=CC=CC=2)(C2C=CC=CC=2)C2C=CC=CC=2)=CC=1. The product is [S:20]1[CH:24]=[CH:23][C:22]([C:2]2[C:12]3[O:11][CH2:10][CH2:9][N:8]([C:13]([O:15][C:16]([CH3:19])([CH3:18])[CH3:17])=[O:14])[CH2:7][C:6]=3[CH:5]=[CH:4][CH:3]=2)=[CH:21]1. The yield is 0.697.